Dataset: Forward reaction prediction with 1.9M reactions from USPTO patents (1976-2016). Task: Predict the product of the given reaction. (1) Given the reactants [F:1][C:2]1[CH:7]=[CH:6][C:5]([C:8]2[N:17]=[C:16]([C:18]([OH:20])=O)[C:15]3[C:10](=[CH:11][CH:12]=[CH:13][CH:14]=3)[N:9]=2)=[CH:4][CH:3]=1.Cl.[OH:22][C:23]1[C:32]([N:33]([CH3:35])[CH3:34])=[CH:31][CH:30]=[C:29]2[C:24]=1[CH2:25][CH2:26][NH:27][CH2:28]2, predict the reaction product. The product is: [F:1][C:2]1[CH:7]=[CH:6][C:5]([C:8]2[N:17]=[C:16]([C:18]([N:27]3[CH2:26][CH2:25][C:24]4[C:29](=[CH:30][CH:31]=[C:32]([N:33]([CH3:35])[CH3:34])[C:23]=4[OH:22])[CH2:28]3)=[O:20])[C:15]3[C:10](=[CH:11][CH:12]=[CH:13][CH:14]=3)[N:9]=2)=[CH:4][CH:3]=1. (2) Given the reactants Br[CH2:2][C:3]([NH:5][C:6]1[C:11]([N+:12]([O-:14])=[O:13])=[CH:10][CH:9]=[CH:8][C:7]=1[O:15][CH3:16])=[O:4].[NH:17]1[CH2:22][CH2:21][O:20][CH2:19][CH2:18]1, predict the reaction product. The product is: [CH3:16][O:15][C:7]1[CH:8]=[CH:9][CH:10]=[C:11]([N+:12]([O-:14])=[O:13])[C:6]=1[NH:5][C:3](=[O:4])[CH2:2][N:17]1[CH2:22][CH2:21][O:20][CH2:19][CH2:18]1. (3) Given the reactants [NH:1]1[CH2:6][CH2:5][C:4]2([C:10]3[CH:11]=[CH:12][C:13]([OH:15])=[CH:14][C:9]=3[O:8][CH2:7]2)[CH2:3][CH2:2]1.Br[CH2:17][C:18]([O:20][C:21]([CH3:24])([CH3:23])[CH3:22])=[O:19], predict the reaction product. The product is: [OH:15][C:13]1[CH:12]=[CH:11][C:10]2[C:4]3([CH2:7][O:8][C:9]=2[CH:14]=1)[CH2:5][CH2:6][N:1]([CH2:17][C:18]([O:20][C:21]([CH3:24])([CH3:23])[CH3:22])=[O:19])[CH2:2][CH2:3]3. (4) Given the reactants [CH:1]1([NH2:4])[CH2:3][CH2:2]1.Cl.Cl[CH2:7][C:8]1[N:9]=[CH:10][S:11][CH:12]=1.CCCCC.C(OCC)(=O)C, predict the reaction product. The product is: [S:11]1[CH:12]=[C:8]([CH2:7][NH:4][CH:1]2[CH2:3][CH2:2]2)[N:9]=[CH:10]1. (5) The product is: [C:1]1([C:7]2[N:11]=[C:10]([C:12]3([CH2:18][NH:19][C:30](=[O:31])[C:29]4[CH:33]=[CH:34][CH:35]=[C:27]([C:24]5[N:23]=[C:22]([C:21]([F:37])([F:36])[F:20])[O:26][N:25]=5)[CH:28]=4)[CH2:13][CH2:14][O:15][CH2:16][CH2:17]3)[NH:9][N:8]=2)[CH:2]=[CH:3][CH:4]=[CH:5][CH:6]=1. Given the reactants [C:1]1([C:7]2[N:11]=[C:10]([C:12]3([CH2:18][NH2:19])[CH2:17][CH2:16][O:15][CH2:14][CH2:13]3)[NH:9][N:8]=2)[CH:6]=[CH:5][CH:4]=[CH:3][CH:2]=1.[F:20][C:21]([F:37])([F:36])[C:22]1[O:26][N:25]=[C:24]([C:27]2[CH:28]=[C:29]([CH:33]=[CH:34][CH:35]=2)[C:30](O)=[O:31])[N:23]=1, predict the reaction product. (6) Given the reactants [CH2:1]1[NH:6][CH2:5][CH2:4][N:3]2[CH2:7][CH2:8][CH2:9][CH:2]12.Cl[C:11]1[N:12]=[CH:13][C:14]([C:17]([NH:19][C:20]2[NH:21][N:22]=[C:23]([CH2:25][CH2:26][C:27]3[CH:32]=[C:31]([O:33][CH3:34])[CH:30]=[C:29]([O:35][CH3:36])[CH:28]=3)[CH:24]=2)=[O:18])=[N:15][CH:16]=1, predict the reaction product. The product is: [CH2:1]1[CH:2]2[CH2:9][CH2:8][CH2:7][N:3]2[CH2:4][CH2:5][N:6]1[C:11]1[N:12]=[CH:13][C:14]([C:17]([NH:19][C:20]2[NH:21][N:22]=[C:23]([CH2:25][CH2:26][C:27]3[CH:32]=[C:31]([O:33][CH3:34])[CH:30]=[C:29]([O:35][CH3:36])[CH:28]=3)[CH:24]=2)=[O:18])=[N:15][CH:16]=1.